Dataset: Reaction yield outcomes from USPTO patents with 853,638 reactions. Task: Predict the reaction yield, written as a fraction of the theoretical maximum amount of product (1.0 means a 100% yield; for example, 0.34 means a 34% yield). (1) The reactants are [CH2:1]([C@:3]1([OH:17])[C:9]2[CH:10]=[CH:11][N:12]=[C:13]([O:14]C)[C:8]=2[CH2:7][O:6][C:5](=[O:16])[CH2:4]1)[CH3:2].[I-].[Na+].Cl[Si](C)(C)C.S([O-])([O-])=O.[Na+].[Na+].[Cl-].[Na+].O. The catalyst is O.C(#N)C. The product is [CH2:1]([C@:3]1([OH:17])[C:9]2[CH:10]=[CH:11][NH:12][C:13](=[O:14])[C:8]=2[CH2:7][O:6][C:5](=[O:16])[CH2:4]1)[CH3:2]. The yield is 0.160. (2) The reactants are [F:1][C:2]1[CH:3]=[C:4]([CH:8]=[CH:9][C:10]=1[C:11]1[N:15]([CH3:16])[N:14]=[CH:13][CH:12]=1)[C:5]([OH:7])=O.C1CN([P+](Br)(N2CCCC2)N2CCCC2)CC1.F[P-](F)(F)(F)(F)F.C(N(C(C)C)CC)(C)C.Cl.[NH2:51][C@@H:52]([CH2:65][C:66]1[CH:71]=[CH:70][CH:69]=[CH:68][C:67]=1[C:72]([F:75])([F:74])[F:73])[CH2:53][N:54]1[C:62](=[O:63])[C:61]2[C:56](=[CH:57][CH:58]=[CH:59][CH:60]=2)[C:55]1=[O:64]. The catalyst is C(Cl)Cl. The product is [O:63]=[C:62]1[C:61]2[C:56](=[CH:57][CH:58]=[CH:59][CH:60]=2)[C:55](=[O:64])[N:54]1[CH2:53][C@@H:52]([NH:51][C:5](=[O:7])[C:4]1[CH:8]=[CH:9][C:10]([C:11]2[N:15]([CH3:16])[N:14]=[CH:13][CH:12]=2)=[C:2]([F:1])[CH:3]=1)[CH2:65][C:66]1[CH:71]=[CH:70][CH:69]=[CH:68][C:67]=1[C:72]([F:74])([F:73])[F:75]. The yield is 0.680. (3) The reactants are [CH3:1][O:2][C:3]1[CH:8]=[CH:7][CH:6]=[CH:5][C:4]=1[S:9]([N:12]([CH3:31])[C:13]1[CH:14]=[CH:15][CH:16]=[C:17]2[C:21]=1[NH:20][C:19]([C:22]1[S:23][CH:24]([CH2:27][C:28]([OH:30])=O)[CH2:25][N:26]=1)=[CH:18]2)(=[O:11])=[O:10].[NH2:32][C:33]1[NH:37][N:36]=[N:35][N:34]=1.N1(O)C2C=CC=CC=2N=N1.Cl.CN(C)CCCN=C=NCC. The catalyst is C(OCC)(=O)C.CN(C)C=O. The product is [CH3:1][O:2][C:3]1[CH:8]=[CH:7][CH:6]=[CH:5][C:4]=1[S:9]([N:12]([CH3:31])[C:13]1[CH:14]=[CH:15][CH:16]=[C:17]2[C:21]=1[NH:20][C:19]([C:22]1[S:23][CH:24]([CH2:27][C:28]([NH:32][C:33]3[NH:37][N:36]=[N:35][N:34]=3)=[O:30])[CH2:25][N:26]=1)=[CH:18]2)(=[O:11])=[O:10]. The yield is 0.560. (4) The yield is 0.400. The catalyst is C(O)C.C1COCC1. The reactants are [OH-].[Na+].[NH2:3][C:4]1[S:5][C:6]2[CH:12]=[C:11]([S:13][C:14]([CH3:21])([CH3:20])[C:15]([O:17]CC)=[O:16])[CH:10]=[CH:9][C:7]=2[N:8]=1. The product is [NH2:3][C:4]1[S:5][C:6]2[CH:12]=[C:11]([S:13][C:14]([CH3:21])([CH3:20])[C:15]([OH:17])=[O:16])[CH:10]=[CH:9][C:7]=2[N:8]=1. (5) The reactants are [Cl:1][C:2]1[C:6]([Cl:7])=[C:5]([CH3:8])[NH:4][C:3]=1[C:9]([OH:11])=O.CN(C(ON1N=NC2C=CC=NC1=2)=[N+](C)C)C.F[P-](F)(F)(F)(F)F.CCN(C(C)C)C(C)C.[NH2:45][C@@H:46]1[CH2:51][CH2:50][N:49]([C:52]([O:54][CH2:55][C:56]2[CH:61]=[CH:60][CH:59]=[CH:58][CH:57]=2)=[O:53])[CH2:48][C@@H:47]1[N:62]=[N+:63]=[N-:64].C1C=C2C(C(O)(O)C(=O)C2=CC=1)=O. The catalyst is CN(C=O)C.CCOC(C)=O. The product is [N:62]([C@@H:47]1[C@H:46]([NH:45][C:9]([C:3]2[NH:4][C:5]([CH3:8])=[C:6]([Cl:7])[C:2]=2[Cl:1])=[O:11])[CH2:51][CH2:50][N:49]([C:52]([O:54][CH2:55][C:56]2[CH:61]=[CH:60][CH:59]=[CH:58][CH:57]=2)=[O:53])[CH2:48]1)=[N+:63]=[N-:64]. The yield is 0.700. (6) The reactants are [Cl:1][C:2]1[CH:7]=[CH:6][C:5]([NH:8]C(=O)OC(C)(C)C)=[CH:4][C:3]=1[NH:16][C:17]([NH:19][C:20]1[CH:25]=[CH:24][CH:23]=[CH:22][CH:21]=1)=[O:18].NC1C=C(NC(=O)OC(C)(C)C)C=CC=1Cl.C1(N=C=O)C=CC=CC=1. The catalyst is N1C=CC=CC=1. The product is [NH2:8][C:5]1[CH:6]=[CH:7][C:2]([Cl:1])=[C:3]([NH:16][C:17]([NH:19][C:20]2[CH:25]=[CH:24][CH:23]=[CH:22][CH:21]=2)=[O:18])[CH:4]=1. The yield is 0.840. (7) The reactants are [CH3:1][O:2][C:3]1[CH:4]=[C:5]2[C:41](=[CH:42][C:43]=1[OH:44])[C:8]1[N:9]([CH2:33][O:34][CH2:35][CH2:36][Si:37]([CH3:40])([CH3:39])[CH3:38])[N:10]=[C:11]([C:12]3[CH:17]=[CH:16][C:15]([C:18]4[CH:23]=[CH:22][C:21]([O:24][CH2:25][O:26][CH2:27][CH2:28][Si:29]([CH3:32])([CH3:31])[CH3:30])=[CH:20][CH:19]=4)=[CH:14][CH:13]=3)[C:7]=1[CH2:6]2.[H-].[Na+].C1(N[S:54]([C:57]([F:60])([F:59])[F:58])(=[O:56])=[O:55])C=CC=CC=1. The product is [F:58][C:57]([F:60])([F:59])[S:54]([O:44][C:43]1[CH:42]=[C:41]2[C:5]([CH2:6][C:7]3[C:11]([C:12]4[CH:17]=[CH:16][C:15]([C:18]5[CH:19]=[CH:20][C:21]([O:24][CH2:25][O:26][CH2:27][CH2:28][Si:29]([CH3:32])([CH3:31])[CH3:30])=[CH:22][CH:23]=5)=[CH:14][CH:13]=4)=[N:10][N:9]([CH2:33][O:34][CH2:35][CH2:36][Si:37]([CH3:40])([CH3:39])[CH3:38])[C:8]=32)=[CH:4][C:3]=1[O:2][CH3:1])(=[O:56])=[O:55]. The catalyst is C1COCC1. The yield is 1.00. (8) The reactants are [CH2:1]([C:4]1[CH:9]=[CH:8][C:7]([C:10]#[C:11][C:12]2[CH:19]=[CH:18][C:15]([CH:16]=O)=[CH:14][CH:13]=2)=[CH:6][CH:5]=1)[CH2:2][CH3:3].[NH2:20][C:21]1[CH:22]=[CH:23][C:24]2[O:29][C:28]([CH3:31])([CH3:30])[O:27][C:26](=[O:32])[C:25]=2[CH:33]=1. No catalyst specified. The product is [CH3:30][C:28]1([CH3:31])[O:29][C:24]2[CH:23]=[CH:22][C:21]([NH:20][CH2:16][C:15]3[CH:18]=[CH:19][C:12]([C:11]#[C:10][C:7]4[CH:8]=[CH:9][C:4]([CH2:1][CH2:2][CH3:3])=[CH:5][CH:6]=4)=[CH:13][CH:14]=3)=[CH:33][C:25]=2[C:26](=[O:32])[O:27]1. The yield is 0.250.